Dataset: Full USPTO retrosynthesis dataset with 1.9M reactions from patents (1976-2016). Task: Predict the reactants needed to synthesize the given product. (1) Given the product [CH3:27][N:3]1[CH2:4][CH:5]([C:20]2[CH:21]=[CH:22][CH:23]=[CH:24][CH:25]=2)[C:6]2([CH2:12][CH2:11][CH2:10][N:9]([C:13]([O:15][C:16]([CH3:18])([CH3:19])[CH3:17])=[O:14])[CH2:8][CH2:7]2)[C:2]1=[O:1], predict the reactants needed to synthesize it. The reactants are: [O:1]=[C:2]1[C:6]2([CH2:12][CH2:11][CH2:10][N:9]([C:13]([O:15][C:16]([CH3:19])([CH3:18])[CH3:17])=[O:14])[CH2:8][CH2:7]2)[CH:5]([C:20]2[CH:25]=[CH:24][CH:23]=[CH:22][CH:21]=2)[CH2:4][NH:3]1.[Li+].[CH3:27][Si]([N-][Si](C)(C)C)(C)C.IC. (2) Given the product [N:20]1[CH:21]=[CH:22][CH:23]=[C:18]([C:10]2[CH:11]=[C:12]([C:14]([F:17])([F:16])[F:15])[N:8]([C:5]3[N:6]=[N:7][C:2]([NH2:24])=[CH:3][CH:4]=3)[N:9]=2)[CH:19]=1, predict the reactants needed to synthesize it. The reactants are: Cl[C:2]1[N:7]=[N:6][C:5]([N:8]2[C:12]([C:14]([F:17])([F:16])[F:15])(O)[CH2:11][C:10]([C:18]3[CH:19]=[N:20][CH:21]=[CH:22][CH:23]=3)=[N:9]2)=[CH:4][CH:3]=1.[NH3:24]. (3) Given the product [C:6]([C:2]1[S:1][C:5]([C:12]([OH:11])=[O:24])=[CH:4][CH:3]=1)#[N:7], predict the reactants needed to synthesize it. The reactants are: [S:1]1[CH:5]=[CH:4][CH:3]=[C:2]1[C:6]#[N:7].C1[CH2:12][O:11]CC1.[Li].CCCCCCC.C1C[O:24]CC1.C(C1C=CC=CC=1)C. (4) Given the product [C:26]([O:25][C:23](=[O:24])[CH2:22][C:20]1[CH:21]=[C:16]([NH:1][C:2]2[CH:11]=[CH:10][C:9]([CH:12]3[CH2:14][CH2:13]3)=[CH:8][C:3]=2[C:4]([O:6][CH3:7])=[O:5])[CH:17]=[CH:18][C:19]=1[N+:30]([O-:32])=[O:31])([CH3:29])([CH3:27])[CH3:28], predict the reactants needed to synthesize it. The reactants are: [NH2:1][C:2]1[CH:11]=[CH:10][C:9]([CH:12]2[CH2:14][CH2:13]2)=[CH:8][C:3]=1[C:4]([O:6][CH3:7])=[O:5].Br[C:16]1[CH:17]=[CH:18][C:19]([N+:30]([O-:32])=[O:31])=[C:20]([CH2:22][C:23]([O:25][C:26]([CH3:29])([CH3:28])[CH3:27])=[O:24])[CH:21]=1.C(=O)([O-])[O-].[Cs+].[Cs+].